This data is from Catalyst prediction with 721,799 reactions and 888 catalyst types from USPTO. The task is: Predict which catalyst facilitates the given reaction. (1) Reactant: B(F)(F)F.CCOCC.[C:10]([O:14][C:15]([N:17]1[CH2:22][CH2:21][C:20](=[O:23])[CH2:19][CH2:18]1)=[O:16])([CH3:13])([CH3:12])[CH3:11].[CH2:24]([O:26][C:27](=[O:31])[CH:28]=[N+]=[N-])[CH3:25]. Product: [CH2:24]([O:26][C:27]([CH:28]1[C:20](=[O:23])[CH2:19][CH2:18][N:17]([C:15]([O:14][C:10]([CH3:11])([CH3:13])[CH3:12])=[O:16])[CH2:22][CH2:21]1)=[O:31])[CH3:25]. The catalyst class is: 27. (2) Reactant: [C:1]([C:9]1[CH:24]=[C:23]([O:25][C:26]([F:29])([F:28])[F:27])[CH:22]=[CH:21][C:10]=1[O:11][CH:12]([CH3:20])[CH2:13][CH2:14]OS(C)(=O)=O)(=[O:8])[C:2]1[CH:7]=[CH:6][CH:5]=[CH:4][CH:3]=1.C[O:31][C:32](=[O:43])[CH2:33][CH2:34][C:35]1[CH:40]=[CH:39][C:38]([SH:41])=[CH:37][C:36]=1[CH3:42].C(=O)([O-])[O-].[Cs+].[Cs+].[OH-].[Na+]. Product: [C:1]([C:9]1[CH:24]=[C:23]([O:25][C:26]([F:27])([F:28])[F:29])[CH:22]=[CH:21][C:10]=1[O:11][CH:12]([CH3:20])[CH2:13][CH2:14][S:41][C:38]1[CH:39]=[CH:40][C:35]([CH2:34][CH2:33][C:32]([OH:31])=[O:43])=[C:36]([CH3:42])[CH:37]=1)(=[O:8])[C:2]1[CH:3]=[CH:4][CH:5]=[CH:6][CH:7]=1. The catalyst class is: 369. (3) Reactant: C([Li])CCC.[S:6]1[CH2:11][CH2:10][CH2:9][S:8][CH:7]1[C:12]1[CH:17]=[CH:16][C:15]([C:18]2[CH:23]=[CH:22][CH:21]=[CH:20][N:19]=2)=[CH:14][CH:13]=1.[CH3:24][C:25]([CH3:41])([CH3:40])[CH2:26][C:27]1[N:28]=[C:29]([CH:38]=[O:39])[N:30]([S:32]([N:35]([CH3:37])[CH3:36])(=[O:34])=[O:33])[CH:31]=1. Product: [CH3:24][C:25]([CH3:41])([CH3:40])[CH2:26][C:27]1[N:28]=[C:29]([CH:38]([OH:39])[C:7]2([C:12]3[CH:13]=[CH:14][C:15]([C:18]4[CH:23]=[CH:22][CH:21]=[CH:20][N:19]=4)=[CH:16][CH:17]=3)[S:8][CH2:9][CH2:10][CH2:11][S:6]2)[N:30]([S:32]([N:35]([CH3:36])[CH3:37])(=[O:33])=[O:34])[CH:31]=1. The catalyst class is: 7. (4) Reactant: [C:1]([O:5][C:6]([N:8]1[C@@H:12](/[CH:13]=[CH:14]/[C:15]2[CH:20]=[CH:19][C:18](I)=[CH:17][CH:16]=2)[CH2:11][O:10][C:9]1([CH3:23])[CH3:22])=[O:7])([CH3:4])([CH3:3])[CH3:2].[F:24][C:25]1[CH:30]=[CH:29][C:28]([N:31]2[CH2:35][CH2:34][NH:33][C:32]2=[O:36])=[CH:27][CH:26]=1.C(=O)([O-])[O-].[Cs+].[Cs+].N[C@@H]1CCCC[C@H]1N.C(=CC(C=CC1C=CC=CC=1)=O)C1C=CC=CC=1. Product: [C:1]([O:5][C:6]([N:8]1[C@@H:12](/[CH:13]=[CH:14]/[C:15]2[CH:20]=[CH:19][C:18]([N:33]3[CH2:34][CH2:35][N:31]([C:28]4[CH:27]=[CH:26][C:25]([F:24])=[CH:30][CH:29]=4)[C:32]3=[O:36])=[CH:17][CH:16]=2)[CH2:11][O:10][C:9]1([CH3:23])[CH3:22])=[O:7])([CH3:4])([CH3:3])[CH3:2]. The catalyst class is: 12. (5) Reactant: P(Br)(Br)[Br:2].[CH2:5]([O:12][C:13](=[O:24])[NH:14][C:15]1[CH:20]=[CH:19][C:18]([CH2:21]O)=[CH:17][C:16]=1[F:23])[C:6]1[CH:11]=[CH:10][CH:9]=[CH:8][CH:7]=1. Product: [CH2:5]([O:12][C:13](=[O:24])[NH:14][C:15]1[CH:20]=[CH:19][C:18]([CH2:21][Br:2])=[CH:17][C:16]=1[F:23])[C:6]1[CH:11]=[CH:10][CH:9]=[CH:8][CH:7]=1. The catalyst class is: 28. (6) Reactant: [C:1]([O:5][C:6](=[O:15])[NH:7][C@H:8]1[CH2:13][CH2:12][C@@H:11]([NH2:14])[CH2:10][CH2:9]1)([CH3:4])([CH3:3])[CH3:2].[C:16]([NH:20][C:21]1[C:30]2[C:25](=[CH:26][CH:27]=[CH:28][CH:29]=2)[N:24]=[C:23](Cl)[N:22]=1)([CH3:19])([CH3:18])[CH3:17].C(N(C(C)C)CC)(C)C. Product: [C:1]([O:5][C:6](=[O:15])[NH:7][CH:8]1[CH2:9][CH2:10][CH:11]([NH:14][C:23]2[N:22]=[C:21]([NH:20][C:16]([CH3:19])([CH3:18])[CH3:17])[C:30]3[C:25](=[CH:26][CH:27]=[CH:28][CH:29]=3)[N:24]=2)[CH2:12][CH2:13]1)([CH3:4])([CH3:2])[CH3:3]. The catalyst class is: 41. (7) Reactant: [Cl:1][C:2]1[CH:35]=[CH:34][C:5]([C:6]([N:8]2[CH2:13][CH2:12][N:11]([CH:14]3[CH2:18][N:17]([C:19]4[CH:24]=[CH:23][C:22]([Cl:25])=[CH:21][C:20]=4[NH:26][C:27]([NH2:29])=[O:28])[CH2:16][CH:15]3[O:30]C(=O)C)[CH2:10][CH2:9]2)=[O:7])=[CH:4][CH:3]=1.C([O-])([O-])=O.[K+].[K+]. Product: [Cl:25][C:22]1[CH:23]=[CH:24][C:19]([N:17]2[CH2:16][CH:15]([OH:30])[CH:14]([N:11]3[CH2:12][CH2:13][N:8]([C:6](=[O:7])[C:5]4[CH:34]=[CH:35][C:2]([Cl:1])=[CH:3][CH:4]=4)[CH2:9][CH2:10]3)[CH2:18]2)=[C:20]([NH:26][C:27]([NH2:29])=[O:28])[CH:21]=1. The catalyst class is: 5. (8) Reactant: [NH:1]1[CH:5]=[C:4]([C:6]2[CH:7]=[C:8]([CH:12]=[CH:13][CH:14]=2)[C:9]([NH2:11])=[O:10])[N:3]=[CH:2]1.[H-].[Na+].[CH3:17][O:18][C:19]1[CH:24]=[CH:23][CH:22]=[CH:21][C:20]=1[N:25]1[CH2:30][CH2:29][CH:28]([N:31]([CH3:35])[C:32](Cl)=[O:33])[CH2:27][CH2:26]1. Product: [C:9]([C:8]1[CH:7]=[C:6]([C:4]2[N:3]=[CH:2][N:1]([C:32]([N:31]([CH:28]3[CH2:29][CH2:30][N:25]([C:20]4[CH:21]=[CH:22][CH:23]=[CH:24][C:19]=4[O:18][CH3:17])[CH2:26][CH2:27]3)[CH3:35])=[O:33])[CH:5]=2)[CH:14]=[CH:13][CH:12]=1)(=[O:10])[NH2:11]. The catalyst class is: 3.